From a dataset of NCI-60 drug combinations with 297,098 pairs across 59 cell lines. Regression. Given two drug SMILES strings and cell line genomic features, predict the synergy score measuring deviation from expected non-interaction effect. (1) Synergy scores: CSS=47.6, Synergy_ZIP=-7.24, Synergy_Bliss=-9.12, Synergy_Loewe=-16.0, Synergy_HSA=-2.34. Drug 1: CN(CC1=CN=C2C(=N1)C(=NC(=N2)N)N)C3=CC=C(C=C3)C(=O)NC(CCC(=O)O)C(=O)O. Drug 2: CC1C(C(CC(O1)OC2CC(CC3=C2C(=C4C(=C3O)C(=O)C5=CC=CC=C5C4=O)O)(C(=O)C)O)N)O. Cell line: SNB-75. (2) Drug 1: CS(=O)(=O)OCCCCOS(=O)(=O)C. Drug 2: CCC1(C2=C(COC1=O)C(=O)N3CC4=CC5=C(C=CC(=C5CN(C)C)O)N=C4C3=C2)O.Cl. Cell line: NCI/ADR-RES. Synergy scores: CSS=15.5, Synergy_ZIP=-0.408, Synergy_Bliss=7.17, Synergy_Loewe=-23.0, Synergy_HSA=2.58. (3) Drug 1: C1CC(=O)NC(=O)C1N2CC3=C(C2=O)C=CC=C3N. Drug 2: CC1CCC2CC(C(=CC=CC=CC(CC(C(=O)C(C(C(=CC(C(=O)CC(OC(=O)C3CCCCN3C(=O)C(=O)C1(O2)O)C(C)CC4CCC(C(C4)OC)OCCO)C)C)O)OC)C)C)C)OC. Cell line: SK-MEL-28. Synergy scores: CSS=17.4, Synergy_ZIP=-0.166, Synergy_Bliss=3.91, Synergy_Loewe=-2.14, Synergy_HSA=5.98. (4) Drug 1: C1=NC2=C(N1)C(=S)N=CN2. Drug 2: C1C(C(OC1N2C=NC(=NC2=O)N)CO)O. Cell line: DU-145. Synergy scores: CSS=32.8, Synergy_ZIP=-7.82, Synergy_Bliss=-4.36, Synergy_Loewe=-3.10, Synergy_HSA=-0.941. (5) Drug 1: CC1=C2C(C(=O)C3(C(CC4C(C3C(C(C2(C)C)(CC1OC(=O)C(C(C5=CC=CC=C5)NC(=O)OC(C)(C)C)O)O)OC(=O)C6=CC=CC=C6)(CO4)OC(=O)C)OC)C)OC. Drug 2: CCC1(CC2CC(C3=C(CCN(C2)C1)C4=CC=CC=C4N3)(C5=C(C=C6C(=C5)C78CCN9C7C(C=CC9)(C(C(C8N6C)(C(=O)OC)O)OC(=O)C)CC)OC)C(=O)OC)O.OS(=O)(=O)O. Cell line: A549. Synergy scores: CSS=37.0, Synergy_ZIP=-6.33, Synergy_Bliss=-10.1, Synergy_Loewe=-13.5, Synergy_HSA=-6.73. (6) Drug 1: CN1CCC(CC1)COC2=C(C=C3C(=C2)N=CN=C3NC4=C(C=C(C=C4)Br)F)OC. Drug 2: C1CN(CCN1C(=O)CCBr)C(=O)CCBr. Cell line: HCT116. Synergy scores: CSS=13.7, Synergy_ZIP=-9.38, Synergy_Bliss=-4.21, Synergy_Loewe=-8.57, Synergy_HSA=-5.24. (7) Drug 1: CN(C)C1=NC(=NC(=N1)N(C)C)N(C)C. Drug 2: CC1=C(C=C(C=C1)NC(=O)C2=CC=C(C=C2)CN3CCN(CC3)C)NC4=NC=CC(=N4)C5=CN=CC=C5. Cell line: OVCAR3. Synergy scores: CSS=-3.92, Synergy_ZIP=1.86, Synergy_Bliss=-1.13, Synergy_Loewe=-4.34, Synergy_HSA=-4.43.